Dataset: M1 muscarinic receptor antagonist screen with 61,756 compounds. Task: Binary Classification. Given a drug SMILES string, predict its activity (active/inactive) in a high-throughput screening assay against a specified biological target. (1) The molecule is o1c(nc2c1cccc2)c1c2c(nc(c1)C)cccc2. The result is 0 (inactive). (2) The drug is S(c1n(c(nn1)CNC(=O)Cc1ccccc1)c1c(OC)cccc1)CC(OC)=O. The result is 0 (inactive). (3) The drug is Brc1cc(C(=O)Nc2cc(C(=O)N3CCOCC3)ccc2)cnc1. The result is 0 (inactive).